Predict which catalyst facilitates the given reaction. From a dataset of Catalyst prediction with 721,799 reactions and 888 catalyst types from USPTO. Reactant: [C:1]([OH:11])(=O)[CH:2]=[CH:3][C:4]1[CH:9]=[CH:8][CH:7]=[CH:6][CH:5]=1.ClC(Cl)(O[C:16](=[O:22])OC(Cl)(Cl)Cl)Cl.N1C(C)=CC(C)=[CH:26][C:25]=1C.[CH2:33]([O:36][C:37]1[C:48]([O:49][CH3:50])=[C:47]([NH:51][C:52](=[O:91])[C:53]2[CH:58]=[CH:57][C:56]([NH:59][C:60]([C:62]3[CH:67]=[CH:66][C:65]([NH:68][C:69](=[O:84])[C@@H:70]([NH:74][C:75]([C:77]4[CH:82]=[CH:81][C:80]([NH2:83])=[CH:79][N:78]=4)=[O:76])[CH2:71][C:72]#[N:73])=[CH:64][N:63]=3)=[O:61])=[C:55]([O:85][CH3:86])[C:54]=2[O:87][CH2:88][CH:89]=[CH2:90])[CH:46]=[CH:45][C:38]=1[C:39]([O:41][CH2:42][CH:43]=[CH2:44])=[O:40])[CH:34]=[CH2:35].[CH3:92]CN(C(C)C)C(C)C. Product: [CH2:33]([O:36][C:37]1[C:48]([O:49][CH3:50])=[C:47]([NH:51][C:52](=[O:91])[C:53]2[CH:58]=[CH:57][C:56]([NH:59][C:60]([C:62]3[CH:67]=[CH:66][C:65]([NH:68][C:69](=[O:84])[C@@H:70]([NH:74][C:75]([C:77]4[CH:82]=[CH:81][C:80]([NH:83][C:1](=[O:11])/[C:2](/[CH3:92])=[CH:3]/[C:4]5[CH:5]=[CH:6][C:7]([O:22][CH2:16][CH:25]=[CH2:26])=[CH:8][CH:9]=5)=[CH:79][N:78]=4)=[O:76])[CH2:71][C:72]#[N:73])=[CH:64][N:63]=3)=[O:61])=[C:55]([O:85][CH3:86])[C:54]=2[O:87][CH2:88][CH:89]=[CH2:90])[CH:46]=[CH:45][C:38]=1[C:39]([O:41][CH2:42][CH:43]=[CH2:44])=[O:40])[CH:34]=[CH2:35]. The catalyst class is: 1.